This data is from Full USPTO retrosynthesis dataset with 1.9M reactions from patents (1976-2016). The task is: Predict the reactants needed to synthesize the given product. (1) Given the product [NH2:1][C:2]1[C:10]([O:11][CH3:12])=[CH:9][CH:8]=[CH:7][C:3]=1[C:4]([NH2:15])=[O:5], predict the reactants needed to synthesize it. The reactants are: [NH2:1][C:2]1[C:10]([O:11][CH3:12])=[CH:9][CH:8]=[CH:7][C:3]=1[C:4](O)=[O:5].CC[N:15]=C=NCCCN(C)C.Cl.C1C=CC2N(O)N=NC=2C=1.CN1CCOCC1.N. (2) Given the product [NH2:25][C:23]1[CH:22]=[C:9]([CH:8]=[C:7]([C:5]2[CH:4]=[N:3][N:2]([CH3:1])[CH:6]=2)[CH:24]=1)[O:10][CH2:11][C@H:12]([NH:14][C:15](=[O:21])[O:16][C:17]([CH3:20])([CH3:18])[CH3:19])[CH3:13], predict the reactants needed to synthesize it. The reactants are: [CH3:1][N:2]1[CH:6]=[C:5]([C:7]2[CH:8]=[C:9]([CH:22]=[C:23]([N+:25]([O-])=O)[CH:24]=2)[O:10][CH2:11][C@H:12]([NH:14][C:15](=[O:21])[O:16][C:17]([CH3:20])([CH3:19])[CH3:18])[CH3:13])[CH:4]=[N:3]1.[H][H]. (3) Given the product [OH:33][NH:32][C:25](=[NH:26])[C:24]1[CH:27]=[CH:28][C:21]([S:18]([N:14]2[C:15]3[C:11](=[CH:10][C:9]([C:6]4[CH:7]=[CH:8][C:3]([C:2]([F:30])([F:29])[F:1])=[CH:4][CH:5]=4)=[CH:17][CH:16]=3)[CH2:12][CH2:13]2)(=[O:20])=[O:19])=[CH:22][CH:23]=1, predict the reactants needed to synthesize it. The reactants are: [F:1][C:2]([F:30])([F:29])[C:3]1[CH:8]=[CH:7][C:6]([C:9]2[CH:10]=[C:11]3[C:15](=[CH:16][CH:17]=2)[N:14]([S:18]([C:21]2[CH:28]=[CH:27][C:24]([C:25]#[N:26])=[CH:23][CH:22]=2)(=[O:20])=[O:19])[CH2:13][CH2:12]3)=[CH:5][CH:4]=1.Cl.[NH2:32][OH:33].C(N(CC)CC)C. (4) The reactants are: [Br:1][C:2]1[C:10]2[O:9][CH:8]([CH2:11][OH:12])[CH2:7][C:6]=2[CH:5]=[C:4]([CH2:13][CH3:14])[CH:3]=1.[C:15]1([CH3:25])[CH:20]=[CH:19][C:18]([S:21](Cl)(=[O:23])=[O:22])=[CH:17][CH:16]=1. Given the product [CH3:25][C:15]1[CH:20]=[CH:19][C:18]([S:21]([O:12][CH2:11][CH:8]2[CH2:7][C:6]3[CH:5]=[C:4]([CH2:13][CH3:14])[CH:3]=[C:2]([Br:1])[C:10]=3[O:9]2)(=[O:23])=[O:22])=[CH:17][CH:16]=1, predict the reactants needed to synthesize it. (5) The reactants are: [CH2:1]([O:3][C:4]1[CH:11]=[CH:10][C:7]([CH:8]=O)=[CH:6][C:5]=1[N+:12]([O-:14])=[O:13])[CH3:2].[CH3:15][O:16][C:17]1[CH:18]=[C:19]([CH:23]=[CH:24][C:25]=1[O:26][CH3:27])[CH2:20][C:21]#[N:22]. Given the product [CH3:15][O:16][C:17]1[CH:18]=[C:19](/[C:20](=[CH:8]/[C:7]2[CH:10]=[CH:11][C:4]([O:3][CH2:1][CH3:2])=[C:5]([N+:12]([O-:14])=[O:13])[CH:6]=2)/[C:21]#[N:22])[CH:23]=[CH:24][C:25]=1[O:26][CH3:27], predict the reactants needed to synthesize it. (6) Given the product [CH3:1][O:2][C:3]1[CH:4]=[C:5]([CH:8]=[CH:9][C:10]=1[O:11][CH2:12][CH2:13][O:14][CH3:15])[C:6]#[N:21], predict the reactants needed to synthesize it. The reactants are: [CH3:1][O:2][C:3]1[CH:4]=[C:5]([CH:8]=[CH:9][C:10]=1[O:11][CH2:12][CH2:13][O:14][CH3:15])[CH:6]=O.CC([O-])=O.[K+].[NH2:21]O.Cl.O. (7) Given the product [C:6]([C:5]1[C:8]([F:11])=[C:9]([F:10])[C:2]([C:19]2[CH:20]=[CH:21][C:16]([C:14]#[N:15])=[N:17][CH:18]=2)=[C:3]([F:13])[C:4]=1[F:12])#[N:7], predict the reactants needed to synthesize it. The reactants are: Br[C:2]1[C:9]([F:10])=[C:8]([F:11])[C:5]([C:6]#[N:7])=[C:4]([F:12])[C:3]=1[F:13].[C:14]([C:16]1[CH:21]=[CH:20][C:19](B2OC(C)(C)C(C)(C)O2)=[CH:18][N:17]=1)#[N:15].C1(P(C2CCCCC2)C2C=CC=CC=2C2C(OC)=CC=CC=2OC)CCCCC1.[O-]P([O-])([O-])=O.[K+].[K+].[K+]. (8) The reactants are: [OH:1][CH:2]1[CH2:7][CH2:6][N:5]([C:8]([O:10][C:11]([CH3:14])([CH3:13])[CH3:12])=[O:9])[CH2:4][CH2:3]1.C1C=CC(P(C2C=CC=CC=2)C2C=CC=CC=2)=CC=1.[CH2:34]([O:41][C:42]1[CH:47]=[CH:46][C:45](O)=[CH:44][CH:43]=1)[C:35]1[CH:40]=[CH:39][CH:38]=[CH:37][CH:36]=1.CCOC(/N=N/C(OCC)=O)=O. Given the product [CH2:34]([O:41][C:42]1[CH:47]=[CH:46][C:45]([O:1][CH:2]2[CH2:3][CH2:4][N:5]([C:8]([O:10][C:11]([CH3:14])([CH3:13])[CH3:12])=[O:9])[CH2:6][CH2:7]2)=[CH:44][CH:43]=1)[C:35]1[CH:40]=[CH:39][CH:38]=[CH:37][CH:36]=1, predict the reactants needed to synthesize it. (9) Given the product [Br:1][C:2]1[CH:10]=[C:9]2[C:5]([CH2:6][CH2:7][CH:8]2[NH:11][C:17](=[O:18])[O:16][C:13]([CH3:15])([CH3:14])[CH3:12])=[CH:4][CH:3]=1, predict the reactants needed to synthesize it. The reactants are: [Br:1][C:2]1[CH:10]=[C:9]2[C:5]([CH2:6][CH2:7][CH:8]2[NH2:11])=[CH:4][CH:3]=1.[CH3:12][C:13]([O:16][C:17](O[C:17]([O:16][C:13]([CH3:15])([CH3:14])[CH3:12])=[O:18])=[O:18])([CH3:15])[CH3:14]. (10) Given the product [O:16]=[C:13]1[CH:12]=[CH:11][C:10]2[CH2:9][CH2:8][C:7](=[O:17])[N:6]3[CH2:5][C@@H:4]([CH2:3][N:43]4[CH2:44][CH2:45][C@@H:41]([CH2:40][NH:39][C:37](=[O:38])[C:36]([F:46])([F:47])[F:35])[CH2:42]4)[N:14]1[C:15]=23, predict the reactants needed to synthesize it. The reactants are: Cl.O[CH2:3][C@H:4]1[N:14]2[C:15]3[N:6]([C:7](=[O:17])[CH2:8][CH2:9][C:10]=3[CH:11]=[CH:12][C:13]2=[O:16])[CH2:5]1.C(N(CC)CC)C.CS(Cl)(=O)=O.CS([O-])(=O)=O.[F:35][C:36]([F:47])([F:46])[C:37]([NH:39][CH2:40][C@@H:41]1[CH2:45][CH2:44][NH:43][CH2:42]1)=[O:38].